Dataset: Forward reaction prediction with 1.9M reactions from USPTO patents (1976-2016). Task: Predict the product of the given reaction. (1) Given the reactants [F:1][C:2]([F:7])([F:6])[C:3]([OH:5])=[O:4].[NH:8]1[CH2:11][CH:10]([N:12]2[CH:16]=[CH:15][C:14]([C:17]3[N:29]([CH2:30][C:31]4[CH:36]=[CH:35][CH:34]=[C:33]([Cl:37])[CH:32]=4)[C:20]4[CH:21]=[CH:22][C:23]5[N:24]([C:25]([CH3:28])=[N:26][N:27]=5)[C:19]=4[CH:18]=3)=[N:13]2)[CH2:9]1.C=O.[BH-](OC(C)=O)(OC(C)=O)O[C:42](C)=O.[Na+].C1COCC1, predict the reaction product. The product is: [F:1][C:2]([F:7])([F:6])[C:3]([OH:5])=[O:4].[F:1][C:2]([F:7])([F:6])[C:3]([OH:5])=[O:4].[Cl:37][C:33]1[CH:32]=[C:31]([CH:36]=[CH:35][CH:34]=1)[CH2:30][N:29]1[C:20]2[CH:21]=[CH:22][C:23]3[N:24]([C:25]([CH3:28])=[N:26][N:27]=3)[C:19]=2[CH:18]=[C:17]1[C:14]1[CH:15]=[CH:16][N:12]([CH:10]2[CH2:9][N:8]([CH3:42])[CH2:11]2)[N:13]=1. (2) Given the reactants [C:1]1([S:7]([N:10]2[CH2:15][CH2:14][CH:13]([CH2:16][N:17]3[C:25]4[C:20](=[CH:21][C:22]([C:26]5[CH:27]=[N:28][N:29](C6CCCCO6)[CH:30]=5)=[CH:23][CH:24]=4)[CH:19]=[CH:18]3)[CH2:12][CH2:11]2)(=[O:9])=[O:8])[CH:6]=[CH:5][CH:4]=[CH:3][CH:2]=1.C1(C)C=CC(S(O)(=O)=O)=CC=1.C(OCC)(=O)C, predict the reaction product. The product is: [C:1]1([S:7]([N:10]2[CH2:11][CH2:12][CH:13]([CH2:16][N:17]3[C:25]4[C:20](=[CH:21][C:22]([C:26]5[CH:30]=[N:29][NH:28][CH:27]=5)=[CH:23][CH:24]=4)[CH:19]=[CH:18]3)[CH2:14][CH2:15]2)(=[O:9])=[O:8])[CH:2]=[CH:3][CH:4]=[CH:5][CH:6]=1. (3) Given the reactants [CH3:1][S:2]([C:5]1[CH:10]=[CH:9][C:8]([C:11]2[CH:16]=[C:15]([C:17]([F:20])([F:19])[F:18])[N:14]=[C:13]([NH:21][CH:22]3[CH2:27][CH2:26][O:25][CH2:24][CH2:23]3)[N:12]=2)=[CH:7][CH:6]=1)(=[O:4])=[O:3].[H-].[Na+].I[CH3:31], predict the reaction product. The product is: [CH3:1][S:2]([C:5]1[CH:10]=[CH:9][C:8]([C:11]2[CH:16]=[C:15]([C:17]([F:20])([F:19])[F:18])[N:14]=[C:13]([N:21]([CH3:31])[CH:22]3[CH2:27][CH2:26][O:25][CH2:24][CH2:23]3)[N:12]=2)=[CH:7][CH:6]=1)(=[O:3])=[O:4]. (4) Given the reactants F[P-](F)(F)(F)(F)F.N1(OC(N(C)C)=[N+](C)C)[C:12]2[N:13]=[CH:14][CH:15]=[CH:16][C:11]=2N=N1.[CH3:25][N:26]([CH:28]=[O:29])[CH3:27].[CH3:30][S:31]([C:34]1[CH:39]=[CH:38][C:37]([N:40]2[C:44]3=[N:45][CH:46]=[N:47][C:48]([O:49][CH:50]4[CH2:55]CNC[CH2:51]4)=[C:43]3[CH:42]=[N:41]2)=[CH:36][CH:35]=1)(=[O:33])=[O:32], predict the reaction product. The product is: [C:43]([C:12]1[N:13]=[CH:14][C:15]([C:28]([N:26]2[CH2:27][CH2:55][CH:50]([O:49][C:48]3[N:47]=[CH:46][N:45]=[C:44]4[N:40]([C:37]5[CH:36]=[CH:35][C:34]([S:31]([CH3:30])(=[O:32])=[O:33])=[CH:39][CH:38]=5)[N:41]=[CH:42][C:43]=34)[CH2:51][CH2:25]2)=[O:29])=[CH:16][CH:11]=1)([CH3:44])([CH3:48])[CH3:42].